The task is: Predict which catalyst facilitates the given reaction.. This data is from Catalyst prediction with 721,799 reactions and 888 catalyst types from USPTO. Reactant: Cl.[Cl:2][C:3]1[CH:7]=[CH:6][S:5][C:4]=1[CH2:8][C@H:9]([NH2:12])[CH2:10][CH3:11].Cl[C:14]1[N:22]=[CH:21][N:20]=[C:19]2[C:15]=1[N:16]=[CH:17][N:18]2[C@H:23]1[C@H:30]2[C@H:26]([O:27][C:28]([CH3:32])([CH3:31])[O:29]2)[C@@H:25]([CH2:33][F:34])[CH2:24]1.CCN(C(C)C)C(C)C. Product: [Cl:2][C:3]1[CH:7]=[CH:6][S:5][C:4]=1[CH2:8][C@H:9]([NH:12][C:14]1[N:22]=[CH:21][N:20]=[C:19]2[C:15]=1[N:16]=[CH:17][N:18]2[C@H:23]1[C@H:30]2[C@H:26]([O:27][C:28]([CH3:31])([CH3:32])[O:29]2)[C@@H:25]([CH2:33][F:34])[CH2:24]1)[CH2:10][CH3:11]. The catalyst class is: 51.